Dataset: Peptide-MHC class II binding affinity with 134,281 pairs from IEDB. Task: Regression. Given a peptide amino acid sequence and an MHC pseudo amino acid sequence, predict their binding affinity value. This is MHC class II binding data. (1) The peptide sequence is FSSAGGFFTSVGKGI. The MHC is DRB1_0801 with pseudo-sequence DRB1_0801. The binding affinity (normalized) is 0.695. (2) The peptide sequence is YKAAVDLSHFLKEKGGL. The MHC is DRB1_0405 with pseudo-sequence DRB1_0405. The binding affinity (normalized) is 0.291. (3) The peptide sequence is DKRLAAYLMLMRSPS. The MHC is DRB1_0101 with pseudo-sequence DRB1_0101. The binding affinity (normalized) is 0.908. (4) The peptide sequence is AEMKTDAATLAQEAG. The MHC is DRB1_0404 with pseudo-sequence DRB1_0404. The binding affinity (normalized) is 0.602. (5) The peptide sequence is QEQLFSNVQYFAHYCRKYAP. The MHC is HLA-DQA10501-DQB10201 with pseudo-sequence HLA-DQA10501-DQB10201. The binding affinity (normalized) is 0.213. (6) The peptide sequence is IDLNVLLSAAINFFL. The MHC is DRB1_0802 with pseudo-sequence DRB1_0802. The binding affinity (normalized) is 0. (7) The peptide sequence is EQCGRQAGGKLCPNN. The MHC is DRB1_1302 with pseudo-sequence DRB1_1302. The binding affinity (normalized) is 0.197.